From a dataset of Full USPTO retrosynthesis dataset with 1.9M reactions from patents (1976-2016). Predict the reactants needed to synthesize the given product. (1) Given the product [OH:5][CH2:6][C@H:7]([CH3:35])[O:8][C:9]1[CH:10]=[C:11]([CH:21]=[C:22]([O:24][C:25]2[CH:30]=[CH:29][C:28]([S:31]([CH3:34])(=[O:32])=[O:33])=[CH:27][CH:26]=2)[CH:23]=1)[C:12]([NH:14][C:15]1[CH:19]=[CH:18][N:17]([CH3:20])[N:16]=1)=[O:13], predict the reactants needed to synthesize it. The reactants are: C([O:5][CH2:6][C@H:7]([CH3:35])[O:8][C:9]1[CH:10]=[C:11]([CH:21]=[C:22]([O:24][C:25]2[CH:30]=[CH:29][C:28]([S:31]([CH3:34])(=[O:33])=[O:32])=[CH:27][CH:26]=2)[CH:23]=1)[C:12]([NH:14][C:15]1[CH:19]=[CH:18][N:17]([CH3:20])[N:16]=1)=[O:13])(C)(C)C.Cl. (2) Given the product [CH3:16][O:17][C:18]1[CH:19]=[C:20]([C@@H:24]([NH:26][C:11](=[O:13])[C:10]2[CH:9]=[CH:8][C:7]([C:4]3[CH:3]=[CH:2][N:1]=[CH:6][CH:5]=3)=[CH:15][CH:14]=2)[CH3:25])[CH:21]=[CH:22][CH:23]=1, predict the reactants needed to synthesize it. The reactants are: [N:1]1[CH:6]=[CH:5][C:4]([C:7]2[CH:15]=[CH:14][C:10]([C:11]([OH:13])=O)=[CH:9][CH:8]=2)=[CH:3][CH:2]=1.[CH3:16][O:17][C:18]1[CH:19]=[C:20]([C@@H:24]([NH2:26])[CH3:25])[CH:21]=[CH:22][CH:23]=1.CCN(C(C)C)C(C)C. (3) Given the product [CH2:77]([O:79][C:80](=[O:96])[CH:81]([N:83]([CH2:93][CH2:94][NH:95][C:22](=[O:23])[C:21]1[CH:20]=[CH:19][C:18]([N:17]([CH2:16][C:10]2[N:11]=[C:12]3[C:7](=[N:8][CH:9]=2)[N:6]=[C:5]([NH2:4])[N:14]=[C:13]3[NH2:15])[CH3:27])=[CH:26][CH:25]=1)[PH:84]([O:86][C:87]1[CH:92]=[CH:91][CH:90]=[CH:89][CH:88]=1)=[O:85])[CH3:82])[CH3:78], predict the reactants needed to synthesize it. The reactants are: O.O.Cl.[NH2:4][C:5]1[N:14]=[C:13]([NH2:15])[C:12]2[C:7](=[N:8][CH:9]=[C:10]([CH2:16][N:17]([CH3:27])[C:18]3[CH:26]=[CH:25][C:21]([C:22](O)=[O:23])=[CH:20][CH:19]=3)[N:11]=2)[N:6]=1.NC1N=C(N)C2C(=NC=C(CN(C3C=CC(C(O)=O)=CC=3)C)N=2)N=1.O.O.C(P(=O)(OCC)OCC)#N.CCN(C(C)C)C(C)C.C(O)(=O)C.[CH2:77]([O:79][C:80](=[O:96])[C@@H:81]([N:83]([CH2:93][CH2:94][NH2:95])[PH:84]([O:86][C:87]1[CH:92]=[CH:91][CH:90]=[CH:89][CH:88]=1)=[O:85])[CH3:82])[CH3:78].